Dataset: CYP2D6 inhibition data for predicting drug metabolism from PubChem BioAssay. Task: Regression/Classification. Given a drug SMILES string, predict its absorption, distribution, metabolism, or excretion properties. Task type varies by dataset: regression for continuous measurements (e.g., permeability, clearance, half-life) or binary classification for categorical outcomes (e.g., BBB penetration, CYP inhibition). Dataset: cyp2d6_veith. The compound is Cc1cnc(CNc2ncncc2-c2cccnc2)cn1. The result is 0 (non-inhibitor).